From a dataset of Forward reaction prediction with 1.9M reactions from USPTO patents (1976-2016). Predict the product of the given reaction. (1) Given the reactants [Cl:1][C:2]1[CH:3]=[C:4]([C:9]2([C:22]([F:25])([F:24])[F:23])[O:13][N:12]=[C:11]([C:14]3[CH:15]=[C:16]([CH:19]=[CH:20][CH:21]=3)[C:17]#[N:18])[CH2:10]2)[CH:5]=[C:6]([Cl:8])[CH:7]=1.[H-].[H-].[H-].[H-].[Li+].[Al+3], predict the reaction product. The product is: [ClH:1].[Cl:1][C:2]1[CH:3]=[C:4]([C:9]2([C:22]([F:24])([F:23])[F:25])[O:13][N:12]=[C:11]([C:14]3[CH:15]=[C:16]([CH:19]=[CH:20][CH:21]=3)[CH2:17][NH2:18])[CH2:10]2)[CH:5]=[C:6]([Cl:8])[CH:7]=1. (2) Given the reactants Br[C:2]1[CH:7]=[CH:6][C:5]([N:8]2[C:12]3[CH:13]=[CH:14][CH:15]=[CH:16][C:11]=3[N:10]=[C:9]2[C:17]2[CH:22]=[CH:21][CH:20]=[CH:19][CH:18]=2)=[CH:4][CH:3]=1.[CH:23]1[C:32]2[C:27](=[CH:28][CH:29]=[CH:30][CH:31]=2)[CH:26]=[CH:25][C:24]=1[C:33]1[C:34]2[C:39]([C:40]([C:50]3[CH:59]=[CH:58][C:57]4[C:52](=[CH:53][CH:54]=[CH:55][CH:56]=4)[CH:51]=3)=[C:41]3[C:46]=1[CH:45]=[C:44](B(O)O)[CH:43]=[CH:42]3)=[CH:38][CH:37]=[CH:36][CH:35]=2.C(=O)([O-])[O-].[Na+].[Na+], predict the reaction product. The product is: [CH:23]1[C:32]2[C:27](=[CH:28][CH:29]=[CH:30][CH:31]=2)[CH:26]=[CH:25][C:24]=1[C:33]1[C:34]2[C:39]([C:40]([C:50]3[CH:59]=[CH:58][C:57]4[C:52](=[CH:53][CH:54]=[CH:55][CH:56]=4)[CH:51]=3)=[C:41]3[C:46]=1[CH:45]=[C:44]([C:2]1[CH:3]=[CH:4][C:5]([N:8]4[C:12]5[CH:13]=[CH:14][CH:15]=[CH:16][C:11]=5[N:10]=[C:9]4[C:17]4[CH:22]=[CH:21][CH:20]=[CH:19][CH:18]=4)=[CH:6][CH:7]=1)[CH:43]=[CH:42]3)=[CH:38][CH:37]=[CH:36][CH:35]=2.